From a dataset of NCI-60 drug combinations with 297,098 pairs across 59 cell lines. Regression. Given two drug SMILES strings and cell line genomic features, predict the synergy score measuring deviation from expected non-interaction effect. (1) Drug 1: CC1CC(C(C(C=C(C(C(C=CC=C(C(=O)NC2=CC(=O)C(=C(C1)C2=O)OC)C)OC)OC(=O)N)C)C)O)OC. Drug 2: CNC(=O)C1=NC=CC(=C1)OC2=CC=C(C=C2)NC(=O)NC3=CC(=C(C=C3)Cl)C(F)(F)F. Cell line: HT29. Synergy scores: CSS=77.5, Synergy_ZIP=-0.759, Synergy_Bliss=-1.55, Synergy_Loewe=-2.00, Synergy_HSA=2.94. (2) Drug 2: CCN(CC)CCNC(=O)C1=C(NC(=C1C)C=C2C3=C(C=CC(=C3)F)NC2=O)C. Drug 1: C1=CC(=CC=C1CC(C(=O)O)N)N(CCCl)CCCl.Cl. Synergy scores: CSS=23.6, Synergy_ZIP=0.642, Synergy_Bliss=-0.445, Synergy_Loewe=-8.25, Synergy_HSA=-2.83. Cell line: HL-60(TB). (3) Drug 1: CC(C1=C(C=CC(=C1Cl)F)Cl)OC2=C(N=CC(=C2)C3=CN(N=C3)C4CCNCC4)N. Drug 2: CCC1(C2=C(COC1=O)C(=O)N3CC4=CC5=C(C=CC(=C5CN(C)C)O)N=C4C3=C2)O.Cl. Cell line: KM12. Synergy scores: CSS=36.5, Synergy_ZIP=-6.14, Synergy_Bliss=-4.13, Synergy_Loewe=-10.2, Synergy_HSA=-1.12. (4) Drug 1: CN1C2=C(C=C(C=C2)N(CCCl)CCCl)N=C1CCCC(=O)O.Cl. Synergy scores: CSS=-0.482, Synergy_ZIP=0.894, Synergy_Bliss=1.64, Synergy_Loewe=0.386, Synergy_HSA=-1.10. Cell line: MALME-3M. Drug 2: C#CCC(CC1=CN=C2C(=N1)C(=NC(=N2)N)N)C3=CC=C(C=C3)C(=O)NC(CCC(=O)O)C(=O)O. (5) Drug 1: CC12CCC(CC1=CCC3C2CCC4(C3CC=C4C5=CN=CC=C5)C)O. Drug 2: CC1C(C(CC(O1)OC2CC(CC3=C2C(=C4C(=C3O)C(=O)C5=C(C4=O)C(=CC=C5)OC)O)(C(=O)C)O)N)O.Cl. Cell line: HOP-62. Synergy scores: CSS=26.6, Synergy_ZIP=7.31, Synergy_Bliss=8.25, Synergy_Loewe=-4.50, Synergy_HSA=5.27.